This data is from Forward reaction prediction with 1.9M reactions from USPTO patents (1976-2016). The task is: Predict the product of the given reaction. (1) Given the reactants Br[CH2:2][CH2:3][CH2:4][C:5]([OH:7])=O.S(Cl)([Cl:10])=O.[NH2:12][C:13]1[CH:18]=[CH:17][C:16]([S:19]([NH:22][C:23]2[CH:28]=[CH:27][CH:26]=[CH:25][C:24]=2[C:29](=[O:36])[C:30]2[CH:35]=[CH:34][CH:33]=[CH:32][CH:31]=2)(=[O:21])=[O:20])=[CH:15][CH:14]=1, predict the reaction product. The product is: [C:29]([C:24]1[CH:25]=[CH:26][CH:27]=[CH:28][C:23]=1[NH:22][S:19]([C:16]1[CH:15]=[CH:14][C:13]([NH:12][C:5](=[O:7])[CH2:4][CH2:3][CH2:2][Cl:10])=[CH:18][CH:17]=1)(=[O:21])=[O:20])(=[O:36])[C:30]1[CH:31]=[CH:32][CH:33]=[CH:34][CH:35]=1. (2) Given the reactants [Si:1]([O:18][CH2:19][C@@H:20]1[CH2:24][CH2:23][C@@:22]([C@@H:26]([CH3:34])[CH2:27][CH2:28][C@@H:29](O)[CH:30]([CH3:32])[CH3:31])([CH3:25])[C:21]1([CH3:36])[CH3:35])([C:14]([CH3:17])([CH3:16])[CH3:15])(C1C=CC=CC=1)C1C=CC=CC=1.N1[CH:41]=[CH:40]N=C1.[Si:42](Cl)([C:55]([CH3:58])([CH3:57])[CH3:56])([C:49]1[CH:54]=[CH:53][CH:52]=[CH:51][CH:50]=1)[C:43]1[CH:48]=[CH:47][CH:46]=[CH:45][CH:44]=1.Cl, predict the reaction product. The product is: [C:14]([SiH2:1][O:18][C:19]([C:41]1[CH:40]=[CH:51][CH:50]=[CH:49][CH:54]=1)([C:43]1[CH:48]=[CH:47][CH:46]=[CH:45][CH:44]=1)[CH:20]1[CH2:24][CH2:23][C:22]([CH:26]([CH3:34])[CH2:27][CH2:28][CH:29]([Si:42]([C:55]([CH3:56])([CH3:57])[CH3:58])([C:43]2[CH:48]=[CH:47][CH:46]=[CH:45][CH:44]=2)[C:49]2[CH:54]=[CH:53][CH:52]=[CH:51][CH:50]=2)[CH:30]([CH3:32])[CH3:31])([CH3:25])[C:21]1([CH3:35])[CH3:36])([CH3:17])([CH3:15])[CH3:16]. (3) Given the reactants [Cl:1][C:2]1[CH:9]=[C:8]([N:10]([CH2:16][C:17]2[CH:22]=[CH:21][CH:20]=[CH:19][C:18]=2[CH3:23])[C@H:11]2[CH2:15][CH2:14][NH:13][CH2:12]2)[CH:7]=[CH:6][C:3]=1[C:4]#[N:5].[O:24]1[CH2:28][CH2:27][CH:26]([CH:29]=O)[CH2:25]1, predict the reaction product. The product is: [Cl:1][C:2]1[CH:9]=[C:8]([N:10]([CH2:16][C:17]2[CH:22]=[CH:21][CH:20]=[CH:19][C:18]=2[CH3:23])[C@H:11]2[CH2:15][CH2:14][N:13]([CH2:29][CH:26]3[CH2:27][CH2:28][O:24][CH2:25]3)[CH2:12]2)[CH:7]=[CH:6][C:3]=1[C:4]#[N:5]. (4) Given the reactants Cl[C:2]1[C:3](=[O:16])[NH:4][C:5]2[C:10]([N:11]=1)=[CH:9][C:8]([C:12]([O:14][CH3:15])=[O:13])=[CH:7][CH:6]=2.[CH3:17][CH:18]1[CH2:23][CH2:22][CH2:21][CH2:20][NH:19]1.CCN(C(C)C)C(C)C, predict the reaction product. The product is: [CH3:17][CH:18]1[CH2:23][CH2:22][CH2:21][CH2:20][N:19]1[C:2]1[C:3](=[O:16])[NH:4][C:5]2[C:10]([N:11]=1)=[CH:9][C:8]([C:12]([O:14][CH3:15])=[O:13])=[CH:7][CH:6]=2. (5) Given the reactants C(O)/C=C\CO.[C:7]([O:11][C:12]([NH:14][CH2:15][C:16]#[C:17][CH2:18][OH:19])=[O:13])([CH3:10])([CH3:9])[CH3:8], predict the reaction product. The product is: [C:7]([O:11][C:12]([NH:14][CH2:15]/[CH:16]=[CH:17]\[CH2:18][OH:19])=[O:13])([CH3:10])([CH3:9])[CH3:8].